This data is from Peptide-MHC class II binding affinity with 134,281 pairs from IEDB. The task is: Regression. Given a peptide amino acid sequence and an MHC pseudo amino acid sequence, predict their binding affinity value. This is MHC class II binding data. (1) The peptide sequence is GQNYTYKWETFLTRE. The MHC is HLA-DPA10201-DPB11401 with pseudo-sequence HLA-DPA10201-DPB11401. The binding affinity (normalized) is 0.111. (2) The peptide sequence is ALAQQRYWQIGSMYQGL. The MHC is DRB1_1501 with pseudo-sequence DRB1_1501. The binding affinity (normalized) is 0.265. (3) The peptide sequence is ADAGYAPATPAAAGA. The MHC is DRB5_0101 with pseudo-sequence DRB5_0101. The binding affinity (normalized) is 0.434. (4) The peptide sequence is GEIGAIALDFKPGTS. The MHC is DRB1_0401 with pseudo-sequence DRB1_0401. The binding affinity (normalized) is 0.171. (5) The peptide sequence is RLIHSLSNVKNQSLG. The MHC is DRB1_0401 with pseudo-sequence DRB1_0401. The binding affinity (normalized) is 0.725.